Dataset: Catalyst prediction with 721,799 reactions and 888 catalyst types from USPTO. Task: Predict which catalyst facilitates the given reaction. (1) Reactant: [BH4-].[Li+].C([O:5][C:6](=O)[C:7]([N:10]1[CH2:15][CH2:14][C:13]([C:41]#[N:42])([C:16]2[CH:21]=[CH:20][C:19]([NH:22][C:23]([C:25]3[CH:26]=[N:27][N:28]([C:31]4[CH:36]=[CH:35][C:34]([C:37]([F:40])([F:39])[F:38])=[CH:33][N:32]=4)[C:29]=3[CH3:30])=[O:24])=[CH:18][N:17]=2)[CH2:12][CH2:11]1)([CH3:9])[CH3:8])C.[BH4-].[Na+].[Cl-].[NH4+]. Product: [C:41]([C:13]1([C:16]2[N:17]=[CH:18][C:19]([NH:22][C:23]([C:25]3[CH:26]=[N:27][N:28]([C:31]4[CH:36]=[CH:35][C:34]([C:37]([F:39])([F:40])[F:38])=[CH:33][N:32]=4)[C:29]=3[CH3:30])=[O:24])=[CH:20][CH:21]=2)[CH2:12][CH2:11][N:10]([C:7]([CH3:8])([CH3:9])[CH2:6][OH:5])[CH2:15][CH2:14]1)#[N:42]. The catalyst class is: 83. (2) Reactant: [Br:1][C:2]1[CH:3]=[C:4]([CH2:9][C:10]([O:12][CH2:13][CH3:14])=[O:11])[CH:5]=[CH:6][C:7]=1[OH:8].CO.S(Cl)([Cl:20])(=O)=O. Product: [Br:1][C:2]1[CH:3]=[C:4]([CH2:9][C:10]([O:12][CH2:13][CH3:14])=[O:11])[CH:5]=[C:6]([Cl:20])[C:7]=1[OH:8]. The catalyst class is: 2. (3) Reactant: [CH3:1][O:2][C:3]1[CH:8]=[CH:7][C:6]([OH:9])=[CH:5][C:4]=1B1OC(C)(C)C(C)(C)O1.Cl[C:20]1[N:25]=[N:24][C:23]([N:26]([CH3:37])[CH:27]2[CH2:32][C:31]([CH3:34])([CH3:33])[NH:30][C:29]([CH3:36])([CH3:35])[CH2:28]2)=[CH:22][CH:21]=1.P([O-])([O-])([O-])=O.[K+].[K+].[K+].COC1C=CC=C(OC)C=1C1C=CC=CC=1P(C1CCCCC1)C1CCCCC1. Product: [CH3:1][O:2][C:3]1[CH:8]=[CH:7][C:6]([OH:9])=[CH:5][C:4]=1[C:20]1[N:25]=[N:24][C:23]([N:26]([CH3:37])[CH:27]2[CH2:32][C:31]([CH3:33])([CH3:34])[NH:30][C:29]([CH3:36])([CH3:35])[CH2:28]2)=[CH:22][CH:21]=1. The catalyst class is: 552. (4) Reactant: [OH-].[Na+].C([O:6][C:7]1[CH:8]=[CH:9][C:10]([O:35][CH2:36][C:37]2[CH:42]=[CH:41][CH:40]=[CH:39][CH:38]=2)=[C:11]([CH:34]=1)[C:12]([NH:14][C:15]1[CH:27]=[C:26]([C:28]2[CH:33]=[CH:32][CH:31]=[CH:30][CH:29]=2)[CH:25]=[CH:24][C:16]=1[C:17]([O:19][C:20]([CH3:23])([CH3:22])[CH3:21])=[O:18])=[O:13])(=O)C. Product: [CH2:36]([O:35][C:10]1[CH:9]=[CH:8][C:7]([OH:6])=[CH:34][C:11]=1[C:12]([NH:14][C:15]1[CH:27]=[C:26]([C:28]2[CH:33]=[CH:32][CH:31]=[CH:30][CH:29]=2)[CH:25]=[CH:24][C:16]=1[C:17]([O:19][C:20]([CH3:23])([CH3:22])[CH3:21])=[O:18])=[O:13])[C:37]1[CH:42]=[CH:41][CH:40]=[CH:39][CH:38]=1. The catalyst class is: 71. (5) Reactant: [C:1]([O:9][CH2:10][C@H:11]1[O:15][C@@H:14]([N:16]2[C:31]3[N:30]=[C:23]([NH:24][C:25](=[O:29])[CH:26]([CH3:28])[CH3:27])[NH:22][C:20](=[O:21])[C:19]=3[N:18]=[CH:17]2)[CH2:13][C@@H:12]1[OH:32])(=[O:8])[C:2]1[CH:7]=[CH:6][CH:5]=[CH:4][CH:3]=1.FC(F)(F)S(OS(C(F)(F)F)(=O)=O)(=O)=O. Product: [C:25]([NH:24][C:23]1[NH:22][C:20](=[O:21])[C:19]2[N:18]=[CH:17][N:16]([C@@H:14]3[O:15][C@H:11]([CH2:10][O:9][C:1](=[O:8])[C:2]4[CH:3]=[CH:4][CH:5]=[CH:6][CH:7]=4)[C@H:12]([OH:32])[CH2:13]3)[C:31]=2[N:30]=1)(=[O:29])[CH:26]([CH3:28])[CH3:27]. The catalyst class is: 272. (6) Reactant: [Br:1][C:2]1[C:3](Cl)=[N:4][C:5]([Cl:8])=[N:6][CH:7]=1.C(N(CC)CC)C.[CH3:17][C:18]([O:21][C:22](=[O:28])[NH:23][CH2:24][CH2:25][CH2:26][NH2:27])([CH3:20])[CH3:19]. Product: [C:18]([O:21][C:22](=[O:28])[NH:23][CH2:24][CH2:25][CH2:26][NH:27][C:3]1[C:2]([Br:1])=[CH:7][N:6]=[C:5]([Cl:8])[N:4]=1)([CH3:20])([CH3:17])[CH3:19]. The catalyst class is: 10. (7) Reactant: [CH:1]1([C:4](=O)/[CH:5]=[C:6](\O)/[CH:7]([F:9])[F:8])[CH2:3][CH2:2]1.O.[NH2:13][NH2:14].Cl. Product: [CH:1]1([C:4]2[NH:14][N:13]=[C:6]([CH:7]([F:9])[F:8])[CH:5]=2)[CH2:3][CH2:2]1. The catalyst class is: 8. (8) Reactant: [CH3:1][C:2](=[N:4][OH:5])[CH3:3].[OH-].[Na+].[CH:8]1([N:14]=[C:15]=[N:16][CH:17]2[CH2:22][CH2:21][CH2:20][CH2:19][CH2:18]2)[CH2:13][CH2:12][CH2:11][CH2:10][CH2:9]1. Product: [CH:17]1([NH:16][C:15](=[N:14][CH:8]2[CH2:13][CH2:12][CH2:11][CH2:10][CH2:9]2)[O:5][N:4]=[C:2]([CH3:3])[CH3:1])[CH2:18][CH2:19][CH2:20][CH2:21][CH2:22]1. The catalyst class is: 134. (9) Reactant: Cl.[O:2]1[CH2:6][CH2:5][CH:4]([CH2:7][NH2:8])[CH2:3]1.[OH-].[Na+].[C:11]1([C:17]2([C:20]3[O:24][N:23]=[C:22]([C:25](Cl)=[O:26])[CH:21]=3)[CH2:19][CH2:18]2)[CH:16]=[CH:15][CH:14]=[CH:13][CH:12]=1. Product: [O:2]1[CH2:6][CH2:5][CH:4]([CH2:7][NH:8][C:25]([C:22]2[CH:21]=[C:20]([C:17]3([C:11]4[CH:16]=[CH:15][CH:14]=[CH:13][CH:12]=4)[CH2:18][CH2:19]3)[O:24][N:23]=2)=[O:26])[CH2:3]1. The catalyst class is: 11. (10) Reactant: Cl[C:2]1[C:3]2[C:4](=[CH:18][N:19](CC3C=CC(OC)=CC=3)[N:20]=2)[N:5]=[C:6]([C:8]2[CH:13]=[CH:12][CH:11]=[C:10]([S:14]([CH3:17])(=[O:16])=[O:15])[CH:9]=2)[N:7]=1.[O:30]1[CH2:35][CH2:34][N:33]([C:36]2[CH:42]=[CH:41][C:39]([NH2:40])=[CH:38][CH:37]=2)[CH2:32][CH2:31]1.Cl. Product: [CH3:17][S:14]([C:10]1[CH:9]=[C:8]([C:6]2[N:7]=[C:2]([NH:40][C:39]3[CH:38]=[CH:37][C:36]([N:33]4[CH2:34][CH2:35][O:30][CH2:31][CH2:32]4)=[CH:42][CH:41]=3)[C:3]3[NH:20][N:19]=[CH:18][C:4]=3[N:5]=2)[CH:13]=[CH:12][CH:11]=1)(=[O:15])=[O:16]. The catalyst class is: 71.